From a dataset of CYP2C19 inhibition data for predicting drug metabolism from PubChem BioAssay. Regression/Classification. Given a drug SMILES string, predict its absorption, distribution, metabolism, or excretion properties. Task type varies by dataset: regression for continuous measurements (e.g., permeability, clearance, half-life) or binary classification for categorical outcomes (e.g., BBB penetration, CYP inhibition). Dataset: cyp2c19_veith. (1) The molecule is c1ccc(Nc2ncncc2-c2ccc3c(c2)OCO3)cc1. The result is 1 (inhibitor). (2) The compound is COCC(=O)N1CCC2(CCN(Cc3ccncc3)CC2)CC1. The result is 1 (inhibitor). (3) The drug is O=C(O)CSc1sc(=S)sc1SCC(=O)O. The result is 1 (inhibitor). (4) The drug is CCCc1c(OCCCOc2ccc(OCC(=O)O)cc2)ccc(CC=O)c1O. The result is 0 (non-inhibitor). (5) The molecule is N#Cc1cccc(NC(=O)N2CCC3(CC2)CCN(C(=O)c2cccc(F)c2)CC3)c1. The result is 0 (non-inhibitor). (6) The molecule is Cc1cnc(CNc2ncncc2-c2ccc(C(=O)N(C)C)cc2)cn1. The result is 0 (non-inhibitor). (7) The result is 1 (inhibitor). The molecule is COc1cccc2[nH]c3c(N4CC(C)CC(C)C4)ncnc3c12. (8) The molecule is Nc1ccc(S(=O)(=O)Nc2nccs2)cc1. The result is 0 (non-inhibitor).